From a dataset of Catalyst prediction with 721,799 reactions and 888 catalyst types from USPTO. Predict which catalyst facilitates the given reaction. (1) Reactant: [N:1]1[CH:2]=[CH:3][N:4]2[C:10]=1[C:9]1[CH:11]=[CH:12][CH:13]=[CH:14][C:8]=1[O:7][CH2:6][CH2:5]2.ClC1C=CC2OCCC3N(C=C(C([O:32][CH3:33])=O)N=3)C=2N=1.CCCC[N+:38](CCCC)(CCCC)CCCC.[F-]. Product: [N:1]1[C:2]([C:33]([NH2:38])=[O:32])=[CH:3][N:4]2[C:10]=1[C:9]1[CH:11]=[CH:12][CH:13]=[CH:14][C:8]=1[O:7][CH2:6][CH2:5]2. The catalyst class is: 54. (2) Reactant: [Br:1][C:2]1[CH:7]=[CH:6][C:5]([OH:8])=[CH:4][CH:3]=1.[C:9]12(O)[CH2:18][CH:13]3[CH2:14][CH:15]([CH2:17][CH:11]([CH2:12]3)[CH2:10]1)[CH2:16]2.S(=O)(=O)(O)O. Product: [C:9]12([C:6]3[CH:7]=[C:2]([Br:1])[CH:3]=[CH:4][C:5]=3[OH:8])[CH2:18][CH:13]3[CH2:14][CH:15]([CH2:17][CH:11]([CH2:12]3)[CH2:10]1)[CH2:16]2. The catalyst class is: 4.